This data is from HIV replication inhibition screening data with 41,000+ compounds from the AIDS Antiviral Screen. The task is: Binary Classification. Given a drug SMILES string, predict its activity (active/inactive) in a high-throughput screening assay against a specified biological target. (1) The drug is O=C1CC(c2ccc(Cl)cc2)C2(C(=O)NC(=O)NC2=O)C(c2ccc(Cl)cc2)C1. The result is 0 (inactive). (2) The molecule is O=c1[nH]nc(-c2ccccc2)n1-n1cccc1. The result is 0 (inactive). (3) The molecule is CCOC(=O)c1cncc(C#N)c1. The result is 0 (inactive). (4) The drug is O=C(CCc1ccccc1)NCCc1ccc(O)c(O)c1. The result is 0 (inactive). (5) The compound is CC(C)OC(=O)c1ccc(CCc2cc(O)c(Br)cc2O)cc1. The result is 0 (inactive). (6) The molecule is COc1cc(N2C(=O)C(=O)C3(CCCCC3)C2=O)cc(OC)c1OC. The result is 0 (inactive).